From a dataset of Full USPTO retrosynthesis dataset with 1.9M reactions from patents (1976-2016). Predict the reactants needed to synthesize the given product. (1) Given the product [F:14][C:2]1([F:1])[CH2:13][C:5]2[NH:6][C:7]([C:9]([OH:11])=[O:10])=[CH:8][C:4]=2[CH2:3]1, predict the reactants needed to synthesize it. The reactants are: [F:1][C:2]1([F:14])[CH2:13][C:5]2[NH:6][C:7]([C:9]([O:11]C)=[O:10])=[CH:8][C:4]=2[CH2:3]1.[OH-].[Li+]. (2) Given the product [CH2:4]([N:11]1[CH2:20][CH2:19][C:18]2[N:17]=[C:16]([O:3][CH3:2])[CH:15]=[CH:14][C:13]=2[CH2:12]1)[C:5]1[CH:10]=[CH:9][CH:8]=[CH:7][CH:6]=1, predict the reactants needed to synthesize it. The reactants are: [Na].[CH3:2][OH:3].[CH2:4]([N:11]1[CH2:20][CH2:19][C:18]2[N:17]=[C:16](Cl)[CH:15]=[CH:14][C:13]=2[CH2:12]1)[C:5]1[CH:10]=[CH:9][CH:8]=[CH:7][CH:6]=1. (3) The reactants are: [OH-].[Na+].[C:3]([O:7][C:8](=[O:31])[N:9]([CH2:13][CH2:14][C:15]1[CH:20]=[CH:19][C:18]([Cl:21])=[C:17]([C:22](C)(C)[O:23][SiH2]C(C)(C)C)[CH:16]=1)[CH:10]1[CH2:12][CH2:11]1)([CH3:6])([CH3:5])[CH3:4]. Given the product [C:3]([O:7][C:8](=[O:31])[N:9]([CH2:13][CH2:14][C:15]1[CH:20]=[CH:19][C:18]([Cl:21])=[C:17]([CH2:22][OH:23])[CH:16]=1)[CH:10]1[CH2:11][CH2:12]1)([CH3:6])([CH3:4])[CH3:5], predict the reactants needed to synthesize it. (4) Given the product [F:1][C:2]([F:4])([F:3])[C:5]1([C:8]([N:32]2[CH2:31][C@@H:30]3[CH2:34][C@H:33]2[C:28](=[O:27])[O:29]3)=[O:10])[CH2:7][CH2:6]1, predict the reactants needed to synthesize it. The reactants are: [F:1][C:2]([C:5]1([C:8]([OH:10])=O)[CH2:7][CH2:6]1)([F:4])[F:3].C(Cl)(=O)C(Cl)=O.C(=O)=O.CO.CS([O-])(=O)=O.[O:27]=[C:28]1[C@@H:33]2[CH2:34][C@@H:30]([CH2:31][NH2+:32]2)[O:29]1.C(O)(=O)CC(CC(O)=O)(C(O)=O)O. (5) Given the product [Cl:15][C:16]1[C:17]([C:40]2[N:44]=[CH:43][N:42]([CH2:68][CH2:67][CH2:66][N:65]([CH3:70])[CH3:64])[N:41]=2)=[C:18]([NH:21][C:22](=[O:39])[CH2:23][N:24]2[C:33]3[C:28](=[CH:29][C:30]([C:34]([F:37])([F:36])[F:35])=[CH:31][CH:32]=3)[CH:27]=[CH:26][C:25]2=[O:38])[S:19][CH:20]=1, predict the reactants needed to synthesize it. The reactants are: N(C(OC(C)C)=O)=NC(OC(C)C)=O.[Cl:15][C:16]1[C:17]([C:40]2[N:44]=[CH:43][NH:42][N:41]=2)=[C:18]([NH:21][C:22](=[O:39])[CH2:23][N:24]2[C:33]3[C:28](=[CH:29][C:30]([C:34]([F:37])([F:36])[F:35])=[CH:31][CH:32]=3)[CH:27]=[CH:26][C:25]2=[O:38])[S:19][CH:20]=1.C1(P(C2C=CC=CC=2)C2C=CC=CC=2)C=CC=CC=1.[CH3:64][N:65]([CH3:70])[CH2:66][CH2:67][CH2:68]O.